Dataset: Catalyst prediction with 721,799 reactions and 888 catalyst types from USPTO. Task: Predict which catalyst facilitates the given reaction. Reactant: C(OC([N:7]1[C@@H:12]([CH3:13])[CH:11]=[C:10]([C:14]2[N:15]=[C:16]([S:19][C:20]3[C@H:26]([CH3:27])[C@H:25]4[N:22]([C:23](=[O:31])[C@@H:24]4[C@H:28]([OH:30])[CH3:29])[C:21]=3[C:32]([O:34]CC=C)=[O:33])[S:17][CH:18]=2)[CH2:9][CH2:8]1)=O)C=C.C(O)(=O)C.C([SnH](CCCC)CCCC)CCC.P([O-])([O-])([O-])=O. Product: [OH:30][C@@H:28]([C@H:24]1[C:23](=[O:31])[N:22]2[C@@H:25]1[C@@H:26]([CH3:27])[C:20]([S:19][C:16]1[S:17][CH:18]=[C:14]([C:10]3[CH2:9][CH2:8][NH:7][C@@H:12]([CH3:13])[CH:11]=3)[N:15]=1)=[C:21]2[C:32]([OH:34])=[O:33])[CH3:29]. The catalyst class is: 4.